This data is from HIV replication inhibition screening data with 41,000+ compounds from the AIDS Antiviral Screen. The task is: Binary Classification. Given a drug SMILES string, predict its activity (active/inactive) in a high-throughput screening assay against a specified biological target. (1) The drug is CC1Cn2c(nnc2-c2ccccc2O)S1. The result is 0 (inactive). (2) The result is 0 (inactive). The molecule is CCOC(=O)c1cc2ccccc2cc(C(=O)OCC)c1=O. (3) The compound is CCOC(=O)NC(=O)c1cn(CCCCCCCCCCC(=O)NCCCN2CCN(CCCNC(=O)CCCCCCCCCCn3cc(C(=O)NC(=O)OCC)c(=O)[nH]c3=O)CC2)c(=O)[nH]c1=O. The result is 0 (inactive). (4) The drug is Cc1ccc2nc(O)c(-c3cnc(O)nn3)c(O)c2c1. The result is 1 (active). (5) The molecule is C=CCOCn1cnc2c(O)nc(N)nc21. The result is 0 (inactive). (6) The compound is CC1OC2CC(=O)OC2C2=C1C(=O)c1c(ccc(C3CC(N(C)C)C(O)C(C)O3)c1O)C2=O.Cl. The result is 0 (inactive). (7) The molecule is O=S(=O)(c1ccc(N=C=S)cc1)N1CCCCC1. The result is 0 (inactive). (8) The compound is COC(=O)NC(C(=O)NC(OCc1ccccc1)C1COC(C)(C)O1)C(C)O[Si](C)(C)C(C)(C)C. The result is 0 (inactive). (9) The compound is O=[N+]([O-])O.[N-]=[N+]=[NH+][Co-4](N)(N)(N)(N)[NH+]=[N+]=[N-]. The result is 0 (inactive). (10) The drug is CN(C)CCn1c(=O)c2ccc(NCCN3CCNCC3)c3c(=O)c4ccccc4n(c1=O)c23.Cl. The result is 0 (inactive).